This data is from Full USPTO retrosynthesis dataset with 1.9M reactions from patents (1976-2016). The task is: Predict the reactants needed to synthesize the given product. Given the product [CH2:1]([O:3][CH2:4][C:5]1[N:6]([N:18]=[CH:19][CH2:20][CH:21]([CH3:23])[CH3:22])[C:7]2[C:16]3[CH:15]=[CH:14][CH:13]=[CH:12][C:11]=3[N:10]=[CH:9][C:8]=2[N:17]=1)[CH3:2], predict the reactants needed to synthesize it. The reactants are: [CH2:1]([O:3][CH2:4][C:5]1[N:6]([NH2:18])[C:7]2[C:16]3[CH:15]=[CH:14][CH:13]=[CH:12][C:11]=3[N:10]=[CH:9][C:8]=2[N:17]=1)[CH3:2].[CH:19](=O)[CH2:20][CH:21]([CH3:23])[CH3:22].